Predict the reaction yield, written as a fraction of the theoretical maximum amount of product (1.0 means a 100% yield; for example, 0.34 means a 34% yield). From a dataset of Reaction yield outcomes from USPTO patents with 853,638 reactions. (1) No catalyst specified. The product is [Cl:18][C:19]1[C:27]2[NH:26][N:25]=[CH:24][C:23]=2[C:22]2[CH2:28][N:29]([CH2:54][C:55]([CH3:58])([CH3:57])[CH3:56])[C:30](=[O:53])[C@H:31]([CH2:33][C:34]([N:1]3[CH2:2][CH2:3][CH:4]([C:7]4[C:8](=[O:17])[NH:9][C:10]5[C:15]([CH:16]=4)=[CH:14][CH:13]=[CH:12][N:11]=5)[CH2:5][CH2:6]3)=[O:52])[CH2:32][C:21]=2[CH:20]=1. The reactants are [NH:1]1[CH2:6][CH2:5][CH:4]([C:7]2[C:8](=[O:17])[NH:9][C:10]3[C:15]([CH:16]=2)=[CH:14][CH:13]=[CH:12][N:11]=3)[CH2:3][CH2:2]1.[Cl:18][C:19]1[C:27]2[NH:26][N:25]=[CH:24][C:23]=2[C:22]2[CH2:28][N:29]([CH2:54][C:55]([CH3:58])([CH3:57])[CH3:56])[C:30](=[O:53])[C@@H:31]([CH2:33][C:34](=[O:52])N3CCC(N4CC5C(=CC=CC=5)NC4=O)CC3)[CH2:32][C:21]=2[CH:20]=1. The yield is 0.640. (2) The reactants are C([O:4][C:5]([CH3:10])([CH3:9])[C:6](Cl)=[O:7])(=O)C.[Br:11][C:12]1[C:13]([F:22])=[C:14]2[C:20]([NH2:21])=[CH:19][NH:18][C:15]2=[N:16][CH:17]=1.C(N(CC)CC)C. The catalyst is ClCCl. The product is [Br:11][C:12]1[C:13]([F:22])=[C:14]2[C:20]([NH:21][C:6](=[O:7])[C:5]([OH:4])([CH3:9])[CH3:10])=[CH:19][NH:18][C:15]2=[N:16][CH:17]=1. The yield is 0.840. (3) The reactants are [F:1][C:2]1[CH:10]=[CH:9][CH:8]=[C:7]([F:11])[C:3]=1[C:4]([OH:6])=O.[CH3:12][C:13]1[N:14]=[C:15]([NH2:24])[S:16][C:17]=1[CH2:18][CH2:19][O:20][N+:21]([O-:23])=[O:22]. No catalyst specified. The product is [F:11][C:7]1[CH:8]=[CH:9][CH:10]=[C:2]([F:1])[C:3]=1[C:4]([NH:24][C:15]1[S:16][C:17]([CH2:18][CH2:19][O:20][N+:21]([O-:23])=[O:22])=[C:13]([CH3:12])[N:14]=1)=[O:6]. The yield is 0.720. (4) The reactants are [CH3:1][O:2][C:3]1[CH:8]=[CH:7][C:6]([N:9]2[C:13]3[C:14](=[O:31])[N:15]([C:18]4[CH:23]=[CH:22][C:21]([N:24]5[CH2:29][CH2:28][CH2:27][CH2:26][C:25]5=[O:30])=[CH:20][CH:19]=4)[CH2:16][CH2:17][C:12]=3[C:11]([C:32]([OH:34])=O)=[N:10]2)=[CH:5][CH:4]=1.C([N:37](CC)CC)C.ClC(OCC(C)C)=O.[OH-].[NH4+]. The catalyst is CCOC(C)=O. The product is [CH3:1][O:2][C:3]1[CH:8]=[CH:7][C:6]([N:9]2[C:13]3[C:14](=[O:31])[N:15]([C:18]4[CH:19]=[CH:20][C:21]([N:24]5[CH2:29][CH2:28][CH2:27][CH2:26][C:25]5=[O:30])=[CH:22][CH:23]=4)[CH2:16][CH2:17][C:12]=3[C:11]([C:32]([NH2:37])=[O:34])=[N:10]2)=[CH:5][CH:4]=1. The yield is 0.700. (5) The reactants are [N:1]12[CH2:8][CH2:7][C:4]([C:9]([C:17]3[CH:22]=[CH:21][CH:20]=[CH:19][CH:18]=3)([C:11]3[CH:16]=[CH:15][CH:14]=[CH:13][CH:12]=3)[OH:10])([CH2:5][CH2:6]1)[CH2:3][CH2:2]2.[Br:23][CH2:24][CH2:25][CH2:26][CH2:27][CH2:28][CH2:29][CH2:30][CH2:31][CH3:32]. The catalyst is CC#N. The product is [Br-:23].[OH:10][C:9]([C:17]1[CH:22]=[CH:21][CH:20]=[CH:19][CH:18]=1)([C:11]1[CH:12]=[CH:13][CH:14]=[CH:15][CH:16]=1)[C:4]12[CH2:5][CH2:6][N+:1]([CH2:24][CH2:25][CH2:26][CH2:27][CH2:28][CH2:29][CH2:30][CH2:31][CH3:32])([CH2:2][CH2:3]1)[CH2:8][CH2:7]2. The yield is 0.458. (6) The product is [CH3:30][S:27]([C:24]1[CH:25]=[CH:26][C:21]([C:19]([N:15]2[CH2:14][C:13]3[CH:31]=[C:9]([C:4]4[CH:5]=[CH:6][C:7]5[NH:8][C:32](=[S:33])[NH:1][C:2]=5[CH:3]=4)[CH:10]=[CH:11][C:12]=3[O:18][CH2:17][CH2:16]2)=[O:20])=[CH:22][CH:23]=1)(=[O:29])=[O:28]. The reactants are [NH2:1][C:2]1[CH:3]=[C:4]([C:9]2[CH:10]=[CH:11][C:12]3[O:18][CH2:17][CH2:16][N:15]([C:19]([C:21]4[CH:26]=[CH:25][C:24]([S:27]([CH3:30])(=[O:29])=[O:28])=[CH:23][CH:22]=4)=[O:20])[CH2:14][C:13]=3[CH:31]=2)[CH:5]=[CH:6][C:7]=1[NH2:8].[C:32](N1C=CN=C1)(N1C=CN=C1)=[S:33]. The catalyst is C1COCC1. The yield is 0.910.